This data is from Catalyst prediction with 721,799 reactions and 888 catalyst types from USPTO. The task is: Predict which catalyst facilitates the given reaction. Reactant: I[C:2]1[CH:3]=[C:4]2[C:9](=[C:10]([C:12]3[C:21]4[C:16](=[CH:17][CH:18]=[CH:19][CH:20]=4)[CH:15]=[CH:14][CH:13]=3)[CH:11]=1)[NH:8][C:7](=[O:22])[CH:6]=[CH:5]2.[CH3:23][O:24][C:25]1[CH:26]=[C:27](B(O)O)[CH:28]=[CH:29][CH:30]=1.C([O-])([O-])=O.[K+].[K+]. Product: [CH3:23][O:24][C:25]1[CH:30]=[C:29]([C:2]2[CH:3]=[C:4]3[C:9](=[C:10]([C:12]4[C:21]5[C:16](=[CH:17][CH:18]=[CH:19][CH:20]=5)[CH:15]=[CH:14][CH:13]=4)[CH:11]=2)[NH:8][C:7](=[O:22])[CH:6]=[CH:5]3)[CH:28]=[CH:27][CH:26]=1. The catalyst class is: 510.